The task is: Predict the reaction yield, written as a fraction of the theoretical maximum amount of product (1.0 means a 100% yield; for example, 0.34 means a 34% yield).. This data is from Reaction yield outcomes from USPTO patents with 853,638 reactions. (1) The reactants are [Br:1][C:2]1[N:7]=[C:6](I)[C:5]([NH2:9])=[CH:4][CH:3]=1.CCO.C([O-])([O-])=O.[Na+].[Na+].[CH3:19][C:20]1([CH3:29])[CH2:25][CH2:24][C:23](B(O)O)=[CH:22][CH2:21]1. The catalyst is C1(C)C=CC=CC=1.CCOC(C)=O.C1C=CC([P]([Pd]([P](C2C=CC=CC=2)(C2C=CC=CC=2)C2C=CC=CC=2)([P](C2C=CC=CC=2)(C2C=CC=CC=2)C2C=CC=CC=2)[P](C2C=CC=CC=2)(C2C=CC=CC=2)C2C=CC=CC=2)(C2C=CC=CC=2)C2C=CC=CC=2)=CC=1. The product is [Br:1][C:2]1[N:7]=[C:6]([C:23]2[CH2:24][CH2:25][C:20]([CH3:29])([CH3:19])[CH2:21][CH:22]=2)[C:5]([NH2:9])=[CH:4][CH:3]=1. The yield is 0.710. (2) The reactants are [F:1][C:2]1[CH:7]=[C:6](I)[C:5]([CH3:9])=[CH:4][N:3]=1.[S:10]1[CH:14]=[CH:13][C:12]2[CH:15]=[CH:16][CH:17]=[C:18](B3OC(C)(C)C(C)(C)O3)[C:11]1=2.C(=O)([O-])[O-].[Na+].[Na+].C1COCC1. The catalyst is C(Cl)(Cl)Cl.C(O)(C)C.C1C=CC(P(C2C=CC=CC=2)[C-]2C=CC=C2)=CC=1.C1C=CC(P(C2C=CC=CC=2)[C-]2C=CC=C2)=CC=1.Cl[Pd]Cl.[Fe+2].C(P(C(C)(C)C)C1C=CC=CC=1C1C=CC=CC=1)(C)(C)C. The product is [S:10]1[CH:14]=[CH:13][C:12]2[CH:15]=[CH:16][CH:17]=[C:18]([C:6]3[C:5]([CH3:9])=[CH:4][N:3]=[C:2]([F:1])[CH:7]=3)[C:11]1=2. The yield is 0.820. (3) The reactants are Br[C:2]1[C:7]([O:8][CH3:9])=[CH:6][C:5]2[O:10][CH2:11][C:12]3[C:16]([C:17]([O:19][CH2:20][CH3:21])=[O:18])=[N:15][N:14]([C:22]4[CH:26]=[CH:25][S:24][CH:23]=4)[C:13]=3[C:4]=2[CH:3]=1.[C:27]([Cu])#[N:28]. The catalyst is CN1C(=O)CCC1.[Cu]I. The product is [C:27]([C:2]1[C:7]([O:8][CH3:9])=[CH:6][C:5]2[O:10][CH2:11][C:12]3[C:16]([C:17]([O:19][CH2:20][CH3:21])=[O:18])=[N:15][N:14]([C:22]4[CH:26]=[CH:25][S:24][CH:23]=4)[C:13]=3[C:4]=2[CH:3]=1)#[N:28]. The yield is 0.830.